From a dataset of Catalyst prediction with 721,799 reactions and 888 catalyst types from USPTO. Predict which catalyst facilitates the given reaction. (1) Reactant: Cl[C:2]1[CH:3]=[C:4]([NH:11][S:12]([C:15]2[CH:20]=[CH:19][C:18]([F:21])=[CH:17][C:16]=2[F:22])(=[O:14])=[O:13])[C:5]2[N:6]([N:8]=[CH:9][N:10]=2)[CH:7]=1.CC1(C)C(C)(C)OB([C:31]2[CH:36]=[CH:35][N:34]=[C:33]([NH:37][C:38](=[O:40])[CH3:39])[CH:32]=2)O1.C1(P(C2CCCCC2)C2C=CC=CC=2C2C(C(C)C)=CC(C(C)C)=CC=2C(C)C)CCCCC1.P([O-])([O-])([O-])=O.[K+].[K+].[K+]. Product: [F:22][C:16]1[CH:17]=[C:18]([F:21])[CH:19]=[CH:20][C:15]=1[S:12]([NH:11][C:4]1[C:5]2[N:6]([N:8]=[CH:9][N:10]=2)[CH:7]=[C:2]([C:31]2[CH:36]=[CH:35][N:34]=[C:33]([NH:37][C:38](=[O:40])[CH3:39])[CH:32]=2)[CH:3]=1)(=[O:14])=[O:13]. The catalyst class is: 12. (2) Reactant: CN(C)[CH:3]=[CH:4][C:5](=O)[CH:6]([O:9][CH3:10])[O:7][CH3:8].Cl.[CH:14]1([C:18](=[NH:20])[NH2:19])[CH2:17][CH2:16][CH2:15]1.C(N(CC)CC)C. Product: [CH:14]1([C:18]2[N:19]=[C:5]([CH:6]([O:9][CH3:10])[O:7][CH3:8])[CH:4]=[CH:3][N:20]=2)[CH2:17][CH2:16][CH2:15]1. The catalyst class is: 8. (3) Reactant: [NH2:1][C:2]([C:4]1[CH:5]=[N:6][C:7]2[C:12]([C:13]=1[NH:14][C:15]1[CH:16]=[C:17]([CH:23]=[CH:24][CH:25]=1)[C:18]([O:20]CC)=[O:19])=[CH:11][CH:10]=[C:9]([C:26]1[CH:31]=[CH:30][N:29]=[C:28]([O:32]C)[C:27]=1[O:34]C)[CH:8]=2)=[O:3].B(Br)(Br)Br. Product: [NH2:1][C:2]([C:4]1[CH:5]=[N:6][C:7]2[C:12]([C:13]=1[NH:14][C:15]1[CH:16]=[C:17]([CH:23]=[CH:24][CH:25]=1)[C:18]([OH:20])=[O:19])=[CH:11][CH:10]=[C:9]([C:26]1[CH:31]=[CH:30][N:29]=[C:28]([OH:32])[C:27]=1[OH:34])[CH:8]=2)=[O:3]. The catalyst class is: 4. (4) The catalyst class is: 257. Product: [Cl:17][C:14]1[CH:15]=[CH:16][C:11]([C:9]2[N:10]=[C:5]3[CH:4]=[CH:3][C:2]([C:27]4[CH:28]=[CH:29][CH:30]=[CH:31][C:26]=4[F:25])=[CH:7][N:6]3[C:8]=2[CH2:18][N:19]2[CH2:24][CH2:23][O:22][CH2:21][CH2:20]2)=[CH:12][CH:13]=1. Reactant: Br[C:2]1[CH:3]=[CH:4][C:5]2[N:6]([C:8]([CH2:18][N:19]3[CH2:24][CH2:23][O:22][CH2:21][CH2:20]3)=[C:9]([C:11]3[CH:16]=[CH:15][C:14]([Cl:17])=[CH:13][CH:12]=3)[N:10]=2)[CH:7]=1.[F:25][C:26]1[CH:31]=[CH:30][CH:29]=[CH:28][C:27]=1B(O)O.C([O-])([O-])=O.[Na+].[Na+].O1CCOCC1. (5) The catalyst class is: 2. Reactant: [CH3:1][C:2]1[CH:3]=[C:4]([NH:8][C:9](=[O:29])[O:10][CH2:11][C@H:12]2[CH2:16][C@@H:15]([NH:17][S:18]([C:21]3[CH:26]=[C:25]([Br:27])[CH:24]=[CH:23][C:22]=3[Br:28])(=[O:20])=[O:19])[CH2:14][NH:13]2)[CH:5]=[CH:6][CH:7]=1.C[CH2:31][N:32](C(C)C)C(C)C.BrC#N.C(O)C(N)(CO)CO. Product: [CH3:1][C:2]1[CH:3]=[C:4]([NH:8][C:9](=[O:29])[O:10][CH2:11][C@H:12]2[CH2:16][C@@H:15]([NH:17][S:18]([C:21]3[CH:26]=[C:25]([Br:27])[CH:24]=[CH:23][C:22]=3[Br:28])(=[O:20])=[O:19])[CH2:14][N:13]2[C:31]#[N:32])[CH:5]=[CH:6][CH:7]=1. (6) Reactant: [NH2:1][C:2]1[C:17]2[CH2:16][CH:15]=[CH:14][CH2:13][CH2:12][C:11]3[CH:18]=[C:19]([CH3:24])[N:20]=[C:21]([O:22][CH3:23])[C:10]=3[CH2:9][NH:8][C:7](=[O:25])[C:6]=2[CH:5]=[CH:4][CH:3]=1.O=[C:27]1[CH2:40][C:29]2([CH2:32][N:31]([C:33]([O:35][C:36]([CH3:39])([CH3:38])[CH3:37])=[O:34])[CH2:30]2)[CH2:28]1.[CH3:41][C:42](O)=O.[BH-](OC(C)=O)(OC(C)=O)OC(C)=O.[Na+].C(=O)C.C([O-])(O)=O.[Na+]. Product: [CH2:41]([N:1]([C:2]1[C:17]2[CH2:16][CH:15]=[CH:14][CH2:13][CH2:12][C:11]3[CH:18]=[C:19]([CH3:24])[N:20]=[C:21]([O:22][CH3:23])[C:10]=3[CH2:9][NH:8][C:7](=[O:25])[C:6]=2[CH:5]=[CH:4][CH:3]=1)[CH:27]1[CH2:40][C:29]2([CH2:32][N:31]([C:33]([O:35][C:36]([CH3:39])([CH3:38])[CH3:37])=[O:34])[CH2:30]2)[CH2:28]1)[CH3:42]. The catalyst class is: 26. (7) Reactant: [CH3:1][O:2][C:3]1[CH:4]=[C:5]([CH:9]=[CH:10][C:11]=1[N+:12]([O-])=O)[C:6](Cl)=[O:7].CCN(C(C)C)C(C)C.[NH2:24][CH:25]1[CH2:30][CH2:29][CH:28]([N:31]([CH3:33])[CH3:32])[CH2:27][CH2:26]1. Product: [NH2:12][C:11]1[CH:10]=[CH:9][C:5]([C:6]([NH:24][CH:25]2[CH2:30][CH2:29][CH:28]([N:31]([CH3:33])[CH3:32])[CH2:27][CH2:26]2)=[O:7])=[CH:4][C:3]=1[O:2][CH3:1]. The catalyst class is: 2. (8) Reactant: [CH3:1][O:2][C:3]1[CH:21]=[CH:20][C:6]([CH2:7][N:8]2[C:14](=[O:15])[CH2:13][CH2:12][CH2:11][C:10]3[CH:16]=[CH:17][CH:18]=[CH:19][C:9]2=3)=[CH:5][CH:4]=1.[Li+].[CH3:23][CH:24]([N-:26]C(C)C)C.Br[CH2:31][C:32]([O:34][C:35]([CH3:38])([CH3:37])[CH3:36])=[O:33].[OH2:39]. Product: [OH:39][NH:26][C:24](=[O:33])[CH2:23][CH:13]1[C:14](=[O:15])[NH:8][C:9]2[CH:19]=[CH:18][CH:17]=[CH:16][C:10]=2[CH2:11][CH2:12]1.[C:35]([O:34][C:32](=[O:33])[CH2:31][CH:13]1[C:14](=[O:15])[N:8]([CH2:7][C:6]2[CH:5]=[CH:4][C:3]([O:2][CH3:1])=[CH:21][CH:20]=2)[C:9]2[CH:19]=[CH:18][CH:17]=[CH:16][C:10]=2[CH2:11][CH2:12]1)([CH3:38])([CH3:37])[CH3:36]. The catalyst class is: 1.